From a dataset of Full USPTO retrosynthesis dataset with 1.9M reactions from patents (1976-2016). Predict the reactants needed to synthesize the given product. (1) Given the product [Cl:1][C:2]1[C:11]([CH2:12][CH2:13][CH2:14][O:15][CH3:16])=[CH:10][C:9]([CH2:17][CH2:18][CH2:19][O:20][CH3:21])=[CH:8][C:3]=1[CH2:4][OH:5], predict the reactants needed to synthesize it. The reactants are: [Cl:1][C:2]1[C:11]([CH2:12][CH2:13][CH2:14][O:15][CH3:16])=[CH:10][C:9]([CH2:17][CH2:18][CH2:19][O:20][CH3:21])=[CH:8][C:3]=1[C:4](OC)=[O:5].[H-].[Al+3].[Li+].[H-].[H-].[H-]. (2) Given the product [Cl:58][CH2:10][C@H:8]1[O:9][C@@H:1]([N:12]2[C:16]3[C:17]4[NH:18][C:19]5[C:24]([C:25]=4[C:26]4[C:30](=[O:31])[N:29]([CH3:32])[C:28](=[O:33])[C:27]=4[C:15]=3[C:14]3[CH:34]=[CH:35][CH:36]=[N:37][C:13]2=3)=[CH:23][CH:22]=[CH:21][CH:20]=5)[C@H:2]([OH:3])[C@@H:4]([OH:5])[C@@H:6]1[OH:7], predict the reactants needed to synthesize it. The reactants are: [C@@H:1]1([N:12]2[C:16]3[C:17]4[NH:18][C:19]5[C:24]([C:25]=4[C:26]4[C:30](=[O:31])[N:29]([CH3:32])[C:28](=[O:33])[C:27]=4[C:15]=3[C:14]3[CH:34]=[CH:35][CH:36]=[N:37][C:13]2=3)=[CH:23][CH:22]=[CH:21][CH:20]=5)[O:9][C@H:8]([CH2:10]O)[C@@H:6]([OH:7])[C@H:4]([OH:5])[C@H:2]1[OH:3].C1(P(C2C=CC=CC=2)C2C=CC=CC=2)C=CC=CC=1.C(Cl)(Cl)(Cl)[Cl:58].O.